This data is from Catalyst prediction with 721,799 reactions and 888 catalyst types from USPTO. The task is: Predict which catalyst facilitates the given reaction. (1) Reactant: [CH3:1][N:2]([CH2:6][CH2:7][O:8][C:9]1[CH:18]=[CH:17][CH:16]=[C:15]2[C:10]=1[C:11](=O)[NH:12][CH:13]=[N:14]2)[C:3](=[O:5])[CH3:4].C(N(C(C)C)CC)(C)C.P(Cl)(Cl)([Cl:31])=O.C(=O)([O-])O.[Na+]. Product: [Cl:31][C:11]1[C:10]2[C:15](=[CH:16][CH:17]=[CH:18][C:9]=2[O:8][CH2:7][CH2:6][N:2]([CH3:1])[C:3](=[O:5])[CH3:4])[N:14]=[CH:13][N:12]=1. The catalyst class is: 2. (2) Reactant: [C:1]([C:3]1[CH:8]=[C:7]([CH3:9])[CH:6]=[CH:5][N:4]=1)#[N:2]. Product: [CH3:9][C:7]1[CH:6]=[CH:5][N:4]=[C:3]([CH2:1][NH2:2])[CH:8]=1. The catalyst class is: 240.